Task: Predict the product of the given reaction.. Dataset: Forward reaction prediction with 1.9M reactions from USPTO patents (1976-2016) (1) Given the reactants [F:1][C:2]([F:24])([F:23])[S:3][CH2:4][CH2:5][CH2:6][CH2:7][CH2:8][O:9][C:10]1[CH:15]=[C:14]([S:16][CH2:17][C:18]([F:21])([F:20])[F:19])[C:13]([CH3:22])=[CH:12][CH:11]=1.ClC1C=CC=C(C(OO)=[O:33])C=1.CCCCCC.C(OCC)(=O)C, predict the reaction product. The product is: [F:24][C:2]([F:1])([F:23])[S:3][CH2:4][CH2:5][CH2:6][CH2:7][CH2:8][O:9][C:10]1[CH:11]=[CH:12][C:13]([CH3:22])=[C:14]([S:16]([CH2:17][C:18]([F:19])([F:20])[F:21])=[O:33])[CH:15]=1. (2) Given the reactants Br[C:2]1[C:7]([O:8][CH2:9][CH3:10])=[CH:6][CH:5]=[CH:4][C:3]=1[CH:11]1[O:15][CH2:14][CH2:13][O:12]1.[Li]CCCC.[B:21](OC(C)C)([O:26][CH:27]([CH3:29])[CH3:28])[O:22][CH:23]([CH3:25])[CH3:24], predict the reaction product. The product is: [O:12]1[CH2:13][CH2:14][O:15][CH:11]1[C:3]1[CH:4]=[CH:5][CH:6]=[C:7]([O:8][CH2:9][CH3:10])[C:2]=1[B:21]([O:26][CH:27]([CH3:29])[CH3:28])[O:22][CH:23]([CH3:25])[CH3:24].